Dataset: Reaction yield outcomes from USPTO patents with 853,638 reactions. Task: Predict the reaction yield, written as a fraction of the theoretical maximum amount of product (1.0 means a 100% yield; for example, 0.34 means a 34% yield). (1) The reactants are [Mg].[C:2](=[O:4])=[O:3].Cl.Br[C:7]([C:10]1[CH:15]=[CH:14][C:13]([C:16](=[O:21])[CH2:17][CH2:18][CH2:19][Cl:20])=[CH:12][CH:11]=1)([CH3:9])[CH3:8].ClC(C1C=CC(C(=O)CCCCl)=CC=1)(C)C. The catalyst is C(#N)C.[Br-].C([N+](CC)(CC)CC)C.[Ag]. The product is [Cl:20][CH2:19][CH2:18][CH2:17][C:16]([C:13]1[CH:12]=[CH:11][C:10]([C:7]([CH3:9])([CH3:8])[C:2]([OH:4])=[O:3])=[CH:15][CH:14]=1)=[O:21]. The yield is 0.660. (2) The reactants are Cl[CH2:2][C:3]1[C:4]([S:9][CH:10]2[CH2:13][CH2:12][CH2:11]2)=[N:5][CH:6]=[CH:7][CH:8]=1.C[O:15][C:16](=[O:30])[CH2:17][CH:18]1[C:22]2[CH:23]=[C:24]([F:29])[C:25]([OH:28])=[C:26]([F:27])[C:21]=2[O:20][CH2:19]1. No catalyst specified. The product is [CH:10]1([S:9][C:4]2[C:3]([CH2:2][O:28][C:25]3[C:24]([F:29])=[CH:23][C:22]4[CH:18]([CH2:17][C:16]([OH:30])=[O:15])[CH2:19][O:20][C:21]=4[C:26]=3[F:27])=[CH:8][CH:7]=[CH:6][N:5]=2)[CH2:13][CH2:12][CH2:11]1. The yield is 0.780. (3) The catalyst is C1(C)C=CC=CC=1. The product is [Cl:3][C:11]1[C:10]2[C:15](=[CH:16][C:17]([O:18][CH2:19][C:20]3[CH:25]=[CH:24][N:23]=[CH:22][CH:21]=3)=[C:8]([O:7][CH3:6])[CH:9]=2)[N:14]=[CH:13][N:12]=1. The yield is 0.410. The reactants are O=P(Cl)(Cl)[Cl:3].[CH3:6][O:7][C:8]1[CH:9]=[C:10]2[C:15](=[CH:16][C:17]=1[O:18][CH2:19][C:20]1[CH:25]=[CH:24][N:23]=[CH:22][CH:21]=1)[N:14]=[CH:13][NH:12][C:11]2=O.CN(C)C1C=CC=CC=1. (4) The catalyst is CO.O. The reactants are C[O:2][C:3]([C:5]1[CH:10]=[CH:9][C:8]([C:11]2[CH:16]=[CH:15][CH:14]=[CH:13][CH:12]=2)=[C:7]([CH3:17])[CH:6]=1)=[O:4].[OH-].[Na+]. The yield is 0.770. The product is [CH3:17][C:7]1[CH:6]=[C:5]([C:3]([OH:4])=[O:2])[CH:10]=[CH:9][C:8]=1[C:11]1[CH:16]=[CH:15][CH:14]=[CH:13][CH:12]=1. (5) The reactants are [CH3:1][O:2][C:3]1[CH:9]=[CH:8][C:7]([N+:10]([O-:12])=[O:11])=[CH:6][C:4]=1N.S(=O)(=O)(O)O.N([O-])=O.[Na+].[I-:22].[K+]. The catalyst is O. The product is [I:22][C:4]1[CH:6]=[C:7]([N+:10]([O-:12])=[O:11])[CH:8]=[CH:9][C:3]=1[O:2][CH3:1]. The yield is 0.750. (6) The reactants are [NH2:1][C:2]1[CH:7]=[C:6]([N+:8]([O-:10])=[O:9])[CH:5]=[CH:4][C:3]=1[OH:11].Cl.C(=O)([O-])[O-].[Cs+].[Cs+].[CH3:19][N:20]([CH3:24])[CH2:21][CH2:22]Cl. The catalyst is O1CCCC1.[I-].[K+]. The product is [CH3:19][N:20]([CH3:24])[CH2:21][CH2:22][O:11][C:3]1[CH:4]=[CH:5][C:6]([N+:8]([O-:10])=[O:9])=[CH:7][C:2]=1[NH2:1]. The yield is 0.410. (7) The reactants are [CH2:1]([O:5][C:6]1[CH:10]=[C:9]([CH2:11][CH2:12][S:13]([NH2:16])(=[O:15])=[O:14])[N:8]([CH2:17][C:18]2[CH:23]=[CH:22][C:21]([Cl:24])=[CH:20][C:19]=2[Cl:25])[N:7]=1)[CH2:2][CH2:3][CH3:4].C(N(CC)C(C)C)(C)C.Cl[C:36]([O:38][CH2:39][C:40]1[CH:45]=[CH:44][CH:43]=[CH:42][CH:41]=1)=[O:37]. The catalyst is CN(C)C1C=CN=CC=1.CN(C)C(=O)C. The product is [CH2:1]([O:5][C:6]1[CH:10]=[C:9]([CH2:11][CH2:12][S:13]([NH:16][C:36](=[O:37])[O:38][CH2:39][C:40]2[CH:45]=[CH:44][CH:43]=[CH:42][CH:41]=2)(=[O:14])=[O:15])[N:8]([CH2:17][C:18]2[CH:23]=[CH:22][C:21]([Cl:24])=[CH:20][C:19]=2[Cl:25])[N:7]=1)[CH2:2][CH2:3][CH3:4]. The yield is 0.330. (8) The reactants are [Cl:1][C:2]1[CH:3]=[C:4]([C:8]2[C:12]([CH2:13][O:14][C:15]3[CH:23]=[CH:22][C:18]([C:19]([OH:21])=O)=[CH:17][N:16]=3)=[C:11]([CH3:24])[O:10][N:9]=2)[CH:5]=[CH:6][CH:7]=1.[CH:25]1([CH2:28][NH2:29])[CH2:27][CH2:26]1. No catalyst specified. The product is [Cl:1][C:2]1[CH:3]=[C:4]([C:8]2[C:12]([CH2:13][O:14][C:15]3[CH:23]=[CH:22][C:18]([C:19]([NH:29][CH2:28][CH:25]4[CH2:27][CH2:26]4)=[O:21])=[CH:17][N:16]=3)=[C:11]([CH3:24])[O:10][N:9]=2)[CH:5]=[CH:6][CH:7]=1. The yield is 0.490. (9) The reactants are COC1C=C(OC)C=CC=1C[NH:6][C:7]1[CH:16]=[N:15][C:14]2[C:9](=[CH:10][CH:11]=[C:12]([O:17][CH3:18])[CH:13]=2)[N:8]=1.C(O)(C(F)(F)F)=O. The catalyst is ClCCl. The product is [CH3:18][O:17][C:12]1[CH:13]=[C:14]2[C:9](=[CH:10][CH:11]=1)[N:8]=[C:7]([NH2:6])[CH:16]=[N:15]2. The yield is 0.990.